Predict the reactants needed to synthesize the given product. From a dataset of Full USPTO retrosynthesis dataset with 1.9M reactions from patents (1976-2016). (1) Given the product [CH3:1][O:2][C:3](=[O:28])[CH:4]([NH:27][C:37]([C@H:36]1[CH2:35][S:34][CH2:33][N:32]1[C:29](=[O:31])[CH3:30])=[O:38])[CH2:5][NH:6][C:7]([N:9]1[CH2:10][CH2:11][C:12]2([N:16]([C:17]3[CH:22]=[CH:21][CH:20]=[CH:19][CH:18]=3)[CH2:15][N:14]([CH3:23])[C:13]2=[O:24])[CH2:25][CH2:26]1)=[O:8], predict the reactants needed to synthesize it. The reactants are: [CH3:1][O:2][C:3](=[O:28])[CH:4]([NH2:27])[CH2:5][NH:6][C:7]([N:9]1[CH2:26][CH2:25][C:12]2([N:16]([C:17]3[CH:22]=[CH:21][CH:20]=[CH:19][CH:18]=3)[CH2:15][N:14]([CH3:23])[C:13]2=[O:24])[CH2:11][CH2:10]1)=[O:8].[C:29]([N:32]1[C@@H:36]([C:37](O)=[O:38])[CH2:35][S:34][CH2:33]1)(=[O:31])[CH3:30].CN([P+](ON1N=NC2C=CC=CC1=2)(N(C)C)N(C)C)C.F[P-](F)(F)(F)(F)F.C(N(CC)C(C)C)(C)C. (2) The reactants are: [N:1]1([CH2:6][CH2:7][CH2:8][CH2:9][CH2:10][NH2:11])[CH2:5][CH2:4][CH2:3][CH2:2]1.[C:12]([C:14]1[C:22]2[C:17](=[CH:18][CH:19]=[C:20]([CH2:23][CH2:24][NH:25][C:26](=[O:40])[C:27]3[CH:32]=[CH:31][C:30]([C:33]4[CH:38]=[CH:37][N:36]=[C:35](Cl)[N:34]=4)=[CH:29][CH:28]=3)[CH:21]=2)[NH:16][CH:15]=1)#[N:13]. Given the product [C:12]([C:14]1[C:22]2[C:17](=[CH:18][CH:19]=[C:20]([CH2:23][CH2:24][NH:25][C:26](=[O:40])[C:27]3[CH:32]=[CH:31][C:30]([C:33]4[CH:38]=[CH:37][N:36]=[C:35]([NH:11][CH2:10][CH2:9][CH2:8][CH2:7][CH2:6][N:1]5[CH2:5][CH2:4][CH2:3][CH2:2]5)[N:34]=4)=[CH:29][CH:28]=3)[CH:21]=2)[NH:16][CH:15]=1)#[N:13], predict the reactants needed to synthesize it. (3) Given the product [CH:2]([C:9]([C:8]1[CH:11]=[CH:12][CH:13]=[CH:14][C:7]=1[NH2:6])=[O:18])([CH3:4])[CH3:3], predict the reactants needed to synthesize it. The reactants are: [Mg].[CH:2](Br)([CH3:4])[CH3:3].[NH2:6][C:7]1[CH:14]=[CH:13][CH:12]=[CH:11][C:8]=1[C:9]#N.Cl.CC[O:18]CC. (4) Given the product [CH3:7][N:12]([CH3:13])[C:20](=[O:23])[C:2]1[CH:3]=[CH:4][CH:9]=[C:10]([C:2]2[CH:11]=[CH:10][C:9]3[CH2:8][CH:7]([N:12]4[CH2:16][CH2:15][CH2:14][CH2:13]4)[CH2:6][CH2:5][C:4]=3[CH:3]=2)[CH:11]=1, predict the reactants needed to synthesize it. The reactants are: Br[C:2]1[CH:3]=[C:4]2[C:9](=[CH:10][CH:11]=1)[CH2:8][CH:7]([N:12]1[CH2:16][CH2:15][CH2:14][CH2:13]1)[CH2:6][CH2:5]2.B(O)O.[C:20](=[O:23])([O-])[O-].[Na+].[Na+]. (5) The reactants are: [C:1]([O:5][C:6](=[O:26])[CH2:7][O:8][C:9]1[CH:14]=[CH:13][CH:12]=[C:11]([CH2:15][NH:16][S:17]([C:20]2[CH:21]=[N:22][CH:23]=[CH:24][CH:25]=2)(=[O:19])=[O:18])[CH:10]=1)([CH3:4])([CH3:3])[CH3:2].Br[CH2:28][C:29]1[CH:34]=[CH:33][C:32]([C:35]([CH3:46])([CH3:45])[CH2:36][O:37][Si:38]([C:41]([CH3:44])([CH3:43])[CH3:42])([CH3:40])[CH3:39])=[CH:31][CH:30]=1. Given the product [C:1]([O:5][C:6](=[O:26])[CH2:7][O:8][C:9]1[CH:14]=[CH:13][CH:12]=[C:11]([CH2:15][N:16]([CH2:28][C:29]2[CH:30]=[CH:31][C:32]([C:35]([CH3:46])([CH3:45])[CH2:36][O:37][Si:38]([C:41]([CH3:44])([CH3:43])[CH3:42])([CH3:39])[CH3:40])=[CH:33][CH:34]=2)[S:17]([C:20]2[CH:21]=[N:22][CH:23]=[CH:24][CH:25]=2)(=[O:19])=[O:18])[CH:10]=1)([CH3:4])([CH3:2])[CH3:3], predict the reactants needed to synthesize it. (6) Given the product [NH2:1][C:2]1[C:3]([Cl:13])=[CH:4][C:5]([Br:14])=[C:6]2[C:11]=1[CH:10]=[C:9]([OH:12])[CH:8]=[CH:7]2, predict the reactants needed to synthesize it. The reactants are: [NH2:1][C:2]1[C:3]([Cl:13])=[CH:4][CH:5]=[C:6]2[C:11]=1[CH:10]=[C:9]([OH:12])[CH:8]=[CH:7]2.[Br:14]N1C(=O)CCC1=O.O. (7) Given the product [C:42]([O:41][C:39]([N:31]([C:28]1[C:27]([C:46]2[O:47][C:48]3[C:54]([O:55][CH3:56])=[CH:53][CH:52]=[CH:51][C:49]=3[N:50]=2)=[CH:26][C:25]([B:14]2[O:15][C:16]([CH3:21])([CH3:22])[C:17]([CH3:19])([CH3:20])[O:18]2)=[CH:30][N:29]=1)[C:32](=[O:38])[O:33][C:34]([CH3:37])([CH3:36])[CH3:35])=[O:40])([CH3:43])([CH3:44])[CH3:45], predict the reactants needed to synthesize it. The reactants are: C([O-])(=O)C.[K+].[CH3:21][C:16]1([CH3:22])[C:17]([CH3:20])([CH3:19])[O:18][B:14]([B:14]2[O:18][C:17]([CH3:20])([CH3:19])[C:16]([CH3:22])([CH3:21])[O:15]2)[O:15]1.Br[C:25]1[CH:26]=[C:27]([C:46]2[O:47][C:48]3[C:54]([O:55][CH3:56])=[CH:53][CH:52]=[CH:51][C:49]=3[N:50]=2)[C:28]([N:31]([C:39]([O:41][C:42]([CH3:45])([CH3:44])[CH3:43])=[O:40])[C:32](=[O:38])[O:33][C:34]([CH3:37])([CH3:36])[CH3:35])=[N:29][CH:30]=1. (8) Given the product [CH3:14][O:15][CH2:16][C:17]1([CH:30]([N:32]([C@@H:33]2[CH2:35][C@H:34]2[C:36]2[CH:37]=[CH:38][CH:39]=[CH:40][CH:41]=2)[C:6](=[O:11])[C:7]([F:8])([F:9])[F:10])[CH3:31])[CH2:22][CH2:21][N:20]([C:23]([O:25][C:26]([CH3:27])([CH3:28])[CH3:29])=[O:24])[CH2:19][CH2:18]1, predict the reactants needed to synthesize it. The reactants are: [F:8][C:7]([F:10])([F:9])[C:6](O[C:6](=[O:11])[C:7]([F:10])([F:9])[F:8])=[O:11].[CH3:14][O:15][CH2:16][C:17]1([CH:30]([NH:32][C@@H:33]2[CH2:35][C@H:34]2[C:36]2[CH:41]=[CH:40][CH:39]=[CH:38][CH:37]=2)[CH3:31])[CH2:22][CH2:21][N:20]([C:23]([O:25][C:26]([CH3:29])([CH3:28])[CH3:27])=[O:24])[CH2:19][CH2:18]1.C(N(CC)C(C)C)(C)C. (9) Given the product [Br:8][C:9]1[CH:10]=[CH:11][C:12]([O:18][CH2:19][C:20]2[CH:25]=[CH:24][CH:23]=[C:22]([F:26])[CH:21]=2)=[C:13]([CH:17]=1)[C:14]([NH:7][C:3]1[CH:2]=[N:1][CH:6]=[CH:5][CH:4]=1)=[O:15], predict the reactants needed to synthesize it. The reactants are: [N:1]1[CH:6]=[CH:5][CH:4]=[C:3]([NH2:7])[CH:2]=1.[Br:8][C:9]1[CH:10]=[CH:11][C:12]([O:18][CH2:19][C:20]2[CH:25]=[CH:24][CH:23]=[C:22]([F:26])[CH:21]=2)=[C:13]([CH:17]=1)[C:14](O)=[O:15].C(Cl)CCl.C1C=CC2N(O)N=NC=2C=1.C(N(CC)CC)C.